From a dataset of Forward reaction prediction with 1.9M reactions from USPTO patents (1976-2016). Predict the product of the given reaction. (1) Given the reactants Br[C:2]1[CH:3]=[C:4]([NH:13][CH2:14][C:15]2[C:20]([CH3:21])=[CH:19][CH:18]=[CH:17][C:16]=2[CH3:22])[C:5]2[N:6]([C:8]([CH3:12])=[C:9]([CH3:11])[N:10]=2)[CH:7]=1.[NH:23]1[CH:27]=[N:26][CH:25]=[N:24]1.C(=O)([O-])[O-].[Cs+].[Cs+].CNCCNC, predict the reaction product. The product is: [CH3:22][C:16]1[CH:17]=[CH:18][CH:19]=[C:20]([CH3:21])[C:15]=1[CH2:14][NH:13][C:4]1[C:5]2[N:6]([C:8]([CH3:12])=[C:9]([CH3:11])[N:10]=2)[CH:7]=[C:2]([N:23]2[CH:27]=[N:26][CH:25]=[N:24]2)[CH:3]=1. (2) Given the reactants [OH:1][C:2]1[CH:7]=[CH:6][C:5]([C:8]2[CH:13]=[CH:12][CH:11]=[C:10](/[CH:14]=[CH:15]/[C:16]([OH:18])=O)[CH:9]=2)=[CH:4][CH:3]=1.CN(C([O:26][N:27]1N=NC2C=CC=CC1=2)=[N+](C)C)C.F[P-](F)(F)(F)(F)F.CCN(C(C)C)C(C)C.Cl.NO, predict the reaction product. The product is: [OH:1][C:2]1[CH:7]=[CH:6][C:5]([C:8]2[CH:13]=[CH:12][CH:11]=[C:10](/[CH:14]=[CH:15]/[C:16]([NH:27][OH:26])=[O:18])[CH:9]=2)=[CH:4][CH:3]=1. (3) Given the reactants Cl.[C:2](=[NH:9])(OCC)[CH2:3][CH2:4][CH3:5].C(N(CC)CC)C.Cl.[NH2:18][CH:19]([C:25](=O)[CH3:26])[C:20]([O:22][CH2:23][CH3:24])=[O:21], predict the reaction product. The product is: [CH3:26][C:25]1[N:9]=[C:2]([CH2:3][CH2:4][CH3:5])[NH:18][C:19]=1[C:20]([O:22][CH2:23][CH3:24])=[O:21]. (4) Given the reactants [F:1][C:2]1([F:64])[CH2:7][CH2:6][CH:5]([C:8]2[C:17]3[C@@H:16]([O:18]CC4C=CC(OC)=CC=4)[CH2:15][C:14]([CH3:29])([CH3:28])[CH2:13][C:12]=3[N:11]=[C:10]([CH:30]3[CH2:35][CH2:34][N:33]([C:36]4[N:41]=[CH:40][C:39]([O:42][CH2:43][CH:44]5[CH2:49][O:48]C(C)(C)[O:46][CH2:45]5)=[CH:38][N:37]=4)[CH2:32][CH2:31]3)[C:9]=2[C@@H:52]([F:63])[C:53]2[CH:58]=[CH:57][C:56]([C:59]([F:62])([F:61])[F:60])=[CH:55][CH:54]=2)[CH2:4][CH2:3]1.Cl.C(=O)([O-])O.[Na+].[OH-].[Na+], predict the reaction product. The product is: [F:64][C:2]1([F:1])[CH2:3][CH2:4][CH:5]([C:8]2[C:17]3[C@@H:16]([OH:18])[CH2:15][C:14]([CH3:28])([CH3:29])[CH2:13][C:12]=3[N:11]=[C:10]([CH:30]3[CH2:35][CH2:34][N:33]([C:36]4[N:41]=[CH:40][C:39]([O:42][CH2:43][CH:44]([CH2:49][OH:48])[CH2:45][OH:46])=[CH:38][N:37]=4)[CH2:32][CH2:31]3)[C:9]=2[C@@H:52]([F:63])[C:53]2[CH:58]=[CH:57][C:56]([C:59]([F:60])([F:62])[F:61])=[CH:55][CH:54]=2)[CH2:6][CH2:7]1.